From a dataset of Forward reaction prediction with 1.9M reactions from USPTO patents (1976-2016). Predict the product of the given reaction. (1) Given the reactants [CH:1]1([CH2:4][N:5]2[CH2:10][CH2:9][CH:8]([C:11]([N:13]3[CH2:17][CH:16]([NH:18][CH3:19])[CH:15]([C:20]4[CH:25]=[CH:24][C:23]([Cl:26])=[C:22]([Cl:27])[CH:21]=4)[CH2:14]3)=[O:12])[CH2:7][CH2:6]2)[CH2:3][CH2:2]1.[CH:28]1([CH2:33][C:34](Cl)=[O:35])[CH2:32][CH2:31][CH2:30][CH2:29]1, predict the reaction product. The product is: [CH:28]1([CH2:33][C:34]([N:18]([CH:16]2[CH:15]([C:20]3[CH:25]=[CH:24][C:23]([Cl:26])=[C:22]([Cl:27])[CH:21]=3)[CH2:14][N:13]([C:11]([CH:8]3[CH2:9][CH2:10][N:5]([CH2:4][CH:1]4[CH2:3][CH2:2]4)[CH2:6][CH2:7]3)=[O:12])[CH2:17]2)[CH3:19])=[O:35])[CH2:32][CH2:31][CH2:30][CH2:29]1. (2) Given the reactants [Cl:1][C:2]1[CH:3]=[C:4]([F:18])[C:5]([O:9][C:10]2[CH:15]=[CH:14][C:13]([CH:16]=[CH2:17])=[CH:12][CH:11]=2)=[C:6]([F:8])[CH:7]=1.B1C2CCCC1CCC2.[OH-:28].[Na+].OO, predict the reaction product. The product is: [Cl:1][C:2]1[CH:3]=[C:4]([F:18])[C:5]([O:9][C:10]2[CH:11]=[CH:12][C:13]([CH2:16][CH2:17][OH:28])=[CH:14][CH:15]=2)=[C:6]([F:8])[CH:7]=1. (3) Given the reactants [Br:1][C:2]1[C:3](=[O:29])[N:4]([C:19]2[C:26]([F:27])=[CH:25][C:22]([CH:23]=[O:24])=[CH:21][C:20]=2[F:28])[C:5]([CH3:18])=[CH:6][C:7]=1[O:8][CH2:9][C:10]1[CH:15]=[CH:14][C:13]([F:16])=[CH:12][C:11]=1[F:17].CC(C)=[O:32].OS(O)(=O)=O.O=[Cr](=O)=O, predict the reaction product. The product is: [Br:1][C:2]1[C:3](=[O:29])[N:4]([C:19]2[C:26]([F:27])=[CH:25][C:22]([C:23]([OH:32])=[O:24])=[CH:21][C:20]=2[F:28])[C:5]([CH3:18])=[CH:6][C:7]=1[O:8][CH2:9][C:10]1[CH:15]=[CH:14][C:13]([F:16])=[CH:12][C:11]=1[F:17].